From a dataset of Blood-brain barrier permeability classification from the B3DB database. Regression/Classification. Given a drug SMILES string, predict its absorption, distribution, metabolism, or excretion properties. Task type varies by dataset: regression for continuous measurements (e.g., permeability, clearance, half-life) or binary classification for categorical outcomes (e.g., BBB penetration, CYP inhibition). Dataset: b3db_classification. (1) The molecule is CC(=O)OCCC(SC(C)=O)=C(C)N(C=O)Cc1cnc(C)nc1N. The result is 1 (penetrates BBB). (2) The molecule is CC(C)(C)C(=O)O[C@]1(C(=O)CS)CC[C@H]2[C@@H]3CCC4=CC(=O)CC[C@]4(C)[C@H]3[C@@H](O)C[C@@]21C. The result is 1 (penetrates BBB).